Dataset: NCI-60 drug combinations with 297,098 pairs across 59 cell lines. Task: Regression. Given two drug SMILES strings and cell line genomic features, predict the synergy score measuring deviation from expected non-interaction effect. (1) Drug 1: C1=CC(=CC=C1CCC2=CNC3=C2C(=O)NC(=N3)N)C(=O)NC(CCC(=O)O)C(=O)O. Drug 2: COC1=C2C(=CC3=C1OC=C3)C=CC(=O)O2. Cell line: SK-MEL-5. Synergy scores: CSS=10.1, Synergy_ZIP=-0.968, Synergy_Bliss=1.41, Synergy_Loewe=-2.11, Synergy_HSA=2.24. (2) Drug 1: CC1CCC2CC(C(=CC=CC=CC(CC(C(=O)C(C(C(=CC(C(=O)CC(OC(=O)C3CCCCN3C(=O)C(=O)C1(O2)O)C(C)CC4CCC(C(C4)OC)O)C)C)O)OC)C)C)C)OC. Drug 2: CC1=C(N=C(N=C1N)C(CC(=O)N)NCC(C(=O)N)N)C(=O)NC(C(C2=CN=CN2)OC3C(C(C(C(O3)CO)O)O)OC4C(C(C(C(O4)CO)O)OC(=O)N)O)C(=O)NC(C)C(C(C)C(=O)NC(C(C)O)C(=O)NCCC5=NC(=CS5)C6=NC(=CS6)C(=O)NCCC[S+](C)C)O. Cell line: MOLT-4. Synergy scores: CSS=32.5, Synergy_ZIP=-1.45, Synergy_Bliss=-0.862, Synergy_Loewe=1.76, Synergy_HSA=0.0743. (3) Cell line: HOP-62. Drug 1: C1=NC(=NC(=O)N1C2C(C(C(O2)CO)O)O)N. Synergy scores: CSS=19.7, Synergy_ZIP=-2.36, Synergy_Bliss=6.80, Synergy_Loewe=3.33, Synergy_HSA=2.87. Drug 2: C1=CN(C=N1)CC(O)(P(=O)(O)O)P(=O)(O)O. (4) Drug 1: CC1=C2C(C(=O)C3(C(CC4C(C3C(C(C2(C)C)(CC1OC(=O)C(C(C5=CC=CC=C5)NC(=O)OC(C)(C)C)O)O)OC(=O)C6=CC=CC=C6)(CO4)OC(=O)C)OC)C)OC. Drug 2: CC1CCC2CC(C(=CC=CC=CC(CC(C(=O)C(C(C(=CC(C(=O)CC(OC(=O)C3CCCCN3C(=O)C(=O)C1(O2)O)C(C)CC4CCC(C(C4)OC)OCCO)C)C)O)OC)C)C)C)OC. Cell line: HOP-62. Synergy scores: CSS=54.5, Synergy_ZIP=10.3, Synergy_Bliss=9.39, Synergy_Loewe=10.8, Synergy_HSA=15.7. (5) Drug 1: C1CC(C1)(C(=O)O)C(=O)O.[NH2-].[NH2-].[Pt+2]. Drug 2: CC1C(C(CC(O1)OC2CC(CC3=C2C(=C4C(=C3O)C(=O)C5=CC=CC=C5C4=O)O)(C(=O)C)O)N)O. Cell line: M14. Synergy scores: CSS=49.1, Synergy_ZIP=-3.81, Synergy_Bliss=0.729, Synergy_Loewe=0.958, Synergy_HSA=2.79. (6) Drug 1: CC1=C2C(C(=O)C3(C(CC4C(C3C(C(C2(C)C)(CC1OC(=O)C(C(C5=CC=CC=C5)NC(=O)OC(C)(C)C)O)O)OC(=O)C6=CC=CC=C6)(CO4)OC(=O)C)OC)C)OC. Drug 2: C1=NC(=NC(=O)N1C2C(C(C(O2)CO)O)O)N. Cell line: MALME-3M. Synergy scores: CSS=4.07, Synergy_ZIP=-8.60, Synergy_Bliss=-10.7, Synergy_Loewe=-29.8, Synergy_HSA=-13.5. (7) Drug 1: C1CCC(CC1)NC(=O)N(CCCl)N=O. Drug 2: CC(C1=C(C=CC(=C1Cl)F)Cl)OC2=C(N=CC(=C2)C3=CN(N=C3)C4CCNCC4)N. Cell line: A549. Synergy scores: CSS=20.6, Synergy_ZIP=-8.29, Synergy_Bliss=-3.88, Synergy_Loewe=-9.14, Synergy_HSA=-3.38. (8) Drug 1: CC12CCC(CC1=CCC3C2CCC4(C3CC=C4C5=CN=CC=C5)C)O. Drug 2: CCC1=CC2CC(C3=C(CN(C2)C1)C4=CC=CC=C4N3)(C5=C(C=C6C(=C5)C78CCN9C7C(C=CC9)(C(C(C8N6C)(C(=O)OC)O)OC(=O)C)CC)OC)C(=O)OC.C(C(C(=O)O)O)(C(=O)O)O. Cell line: HL-60(TB). Synergy scores: CSS=83.5, Synergy_ZIP=33.2, Synergy_Bliss=28.2, Synergy_Loewe=-19.5, Synergy_HSA=24.6. (9) Drug 1: CC(C1=C(C=CC(=C1Cl)F)Cl)OC2=C(N=CC(=C2)C3=CN(N=C3)C4CCNCC4)N. Drug 2: C1C(C(OC1N2C=NC3=C(N=C(N=C32)Cl)N)CO)O. Cell line: LOX IMVI. Synergy scores: CSS=10.7, Synergy_ZIP=-3.04, Synergy_Bliss=-1.74, Synergy_Loewe=1.43, Synergy_HSA=1.54.